This data is from Reaction yield outcomes from USPTO patents with 853,638 reactions. The task is: Predict the reaction yield, written as a fraction of the theoretical maximum amount of product (1.0 means a 100% yield; for example, 0.34 means a 34% yield). (1) The reactants are [CH3:1][C:2]1[CH:7]=[C:6]([CH3:8])[NH:5][C:4](=[O:9])[C:3]=1[CH2:10][NH:11][C:12]([C:14]1[CH:15]=[C:16]([C:27]2[CH2:28][CH2:29][N:30]([C:33]([O:35][C:36]([CH3:39])([CH3:38])[CH3:37])=[O:34])[CH2:31][CH:32]=2)[CH:17]=[C:18]2[C:22]=1[N:21]([CH3:23])[CH:20]=[C:19]2[CH:24]([CH3:26])[CH3:25])=[O:13].[H][H].N#N. The catalyst is C(O)C.[Pd].C(Cl)Cl. The product is [CH3:1][C:2]1[CH:7]=[C:6]([CH3:8])[NH:5][C:4](=[O:9])[C:3]=1[CH2:10][NH:11][C:12]([C:14]1[CH:15]=[C:16]([CH:27]2[CH2:28][CH2:29][N:30]([C:33]([O:35][C:36]([CH3:37])([CH3:38])[CH3:39])=[O:34])[CH2:31][CH2:32]2)[CH:17]=[C:18]2[C:22]=1[N:21]([CH3:23])[CH:20]=[C:19]2[CH:24]([CH3:26])[CH3:25])=[O:13]. The yield is 1.03. (2) The reactants are [C:1]([O:5][C:6](=[O:14])[C:7]1[CH:12]=[CH:11][C:10](Br)=[CH:9][CH:8]=1)([CH3:4])([CH3:3])[CH3:2].[C:15]1([CH3:24])[CH:20]=[CH:19][C:18](B(O)O)=[CH:17][CH:16]=1.C(=O)([O-])[O-].[Na+].[Na+]. The catalyst is C1(C)C=CC=CC=1.O.C1C=CC([P]([Pd]([P](C2C=CC=CC=2)(C2C=CC=CC=2)C2C=CC=CC=2)([P](C2C=CC=CC=2)(C2C=CC=CC=2)C2C=CC=CC=2)[P](C2C=CC=CC=2)(C2C=CC=CC=2)C2C=CC=CC=2)(C2C=CC=CC=2)C2C=CC=CC=2)=CC=1. The product is [C:1]([O:5][C:6](=[O:14])[C:7]1[CH:12]=[CH:11][C:10]([C:18]2[CH:19]=[CH:20][C:15]([CH3:24])=[CH:16][CH:17]=2)=[CH:9][CH:8]=1)([CH3:4])([CH3:3])[CH3:2]. The yield is 0.770. (3) The reactants are CC(C)([O-])C.[Na+].Cl[C:8]1[CH:21]=[C:20]([F:22])[CH:19]=[CH:18][C:9]=1[NH:10][C:11]1[CH:16]=[CH:15][C:14]([F:17])=[CH:13][CH:12]=1.F[B-](F)(F)F.C([PH+](C(C)(C)C)C(C)(C)C)(C)(C)C.Cl. The catalyst is C([O-])(=O)C.C([O-])(=O)C.[Pd+2].O1CCOCC1. The product is [F:22][C:20]1[CH:21]=[CH:8][C:9]2[NH:10][C:11]3[C:16]([C:18]=2[CH:19]=1)=[CH:15][C:14]([F:17])=[CH:13][CH:12]=3. The yield is 0.360.